From a dataset of Full USPTO retrosynthesis dataset with 1.9M reactions from patents (1976-2016). Predict the reactants needed to synthesize the given product. (1) Given the product [CH:1]1([NH:7][C:8]2[C:12]3([CH2:17][CH2:16][N:15]([CH2:18][C:19]4[CH:20]=[C:21]([CH:22]=[CH:23][CH:24]=4)[CH2:25][NH:26][S:36]([CH3:35])(=[O:38])=[O:37])[CH2:14][CH2:13]3)[N:11]([C:27]3[CH:32]=[CH:31][CH:30]=[C:29]([F:33])[CH:28]=3)[C:10](=[O:34])[N:9]=2)[CH2:2][CH2:3][CH2:4][CH2:5][CH2:6]1, predict the reactants needed to synthesize it. The reactants are: [CH:1]1([NH:7][C:8]2[C:12]3([CH2:17][CH2:16][N:15]([CH2:18][C:19]4[CH:24]=[CH:23][CH:22]=[C:21]([CH2:25][NH2:26])[CH:20]=4)[CH2:14][CH2:13]3)[N:11]([C:27]3[CH:32]=[CH:31][CH:30]=[C:29]([F:33])[CH:28]=3)[C:10](=[O:34])[N:9]=2)[CH2:6][CH2:5][CH2:4][CH2:3][CH2:2]1.[CH3:35][S:36](Cl)(=[O:38])=[O:37].C([O-])([O-])=O.[K+].[K+]. (2) Given the product [CH3:1][C:2]1[C:3]([C:25]2[CH:24]=[C:23]([C:26](=[CH2:30])[C:27]([OH:29])=[O:28])[CH:22]=[CH:21][CH:20]=2)=[CH:4][C:5]2[C:6]([CH3:15])([CH3:14])[CH2:7][CH2:8][C:9]([CH3:13])([CH3:12])[C:10]=2[CH:11]=1, predict the reactants needed to synthesize it. The reactants are: [CH3:1][C:2]1[C:3](B(O)O)=[CH:4][C:5]2[C:6]([CH3:15])([CH3:14])[CH2:7][CH2:8][C:9]([CH3:13])([CH3:12])[C:10]=2[CH:11]=1.Br[C:20]1[CH:25]=[CH:24][C:23]([C:26](=[CH2:30])[C:27]([OH:29])=[O:28])=[CH:22][CH:21]=1. (3) Given the product [OH:40][CH2:39][CH2:38][O:37][C:36]1[CH:41]=[CH:42][C:33]([NH:32][C:28]([CH:9]2[CH:8]([C:4]3[CH:5]=[CH:6][CH:7]=[C:2]([Cl:1])[C:3]=3[F:31])[C:12]([C:15]3[CH:20]=[CH:19][C:18]([Cl:21])=[CH:17][C:16]=3[F:22])([C:13]#[N:14])[CH:11]([CH2:23][C:24]([CH3:25])([CH3:27])[CH3:26])[NH:10]2)=[O:30])=[CH:34][CH:35]=1, predict the reactants needed to synthesize it. The reactants are: [Cl:1][C:2]1[C:3]([F:31])=[C:4]([CH:8]2[C:12]([C:15]3[CH:20]=[CH:19][C:18]([Cl:21])=[CH:17][C:16]=3[F:22])([C:13]#[N:14])[CH:11]([CH2:23][C:24]([CH3:27])([CH3:26])[CH3:25])[NH:10][CH:9]2[C:28]([OH:30])=O)[CH:5]=[CH:6][CH:7]=1.[NH2:32][C:33]1[CH:42]=[CH:41][C:36]([O:37][CH2:38][CH2:39][OH:40])=[CH:35][CH:34]=1.CN(C(ON1N=NC2C=CC=NC1=2)=[N+](C)C)C.F[P-](F)(F)(F)(F)F.CCN(C(C)C)C(C)C. (4) The reactants are: [F:1][C:2]1[CH:7]=[CH:6][C:5]([S:8]([C:11]2[C:16]([CH2:17][C:18]3[C:26]4[C:25](=[O:27])[CH2:24][C:23]([CH3:29])([CH3:28])[CH2:22][C:21]=4[NH:20][C:19]=3[CH3:30])=[CH:15][CH:14]=[CH:13][N:12]=2)(=[O:10])=[O:9])=[CH:4][CH:3]=1.Br[CH2:32][C:33]([O:35][CH2:36][CH3:37])=[O:34].[I-].[K+].C(=O)([O-])[O-].[K+].[K+]. Given the product [F:1][C:2]1[CH:7]=[CH:6][C:5]([S:8]([C:11]2[C:16]([CH2:17][C:18]3[C:26]4[C:25](=[O:27])[CH2:24][C:23]([CH3:28])([CH3:29])[CH2:22][C:21]=4[N:20]([CH2:32][C:33]([O:35][CH2:36][CH3:37])=[O:34])[C:19]=3[CH3:30])=[CH:15][CH:14]=[CH:13][N:12]=2)(=[O:9])=[O:10])=[CH:4][CH:3]=1, predict the reactants needed to synthesize it. (5) The reactants are: C(=O)([O-])[O-].[K+].[K+].Cl[C:8]([O:10][CH2:11][C:12]1[CH:17]=[CH:16][CH:15]=[CH:14][CH:13]=1)=[O:9].[NH2:18][CH:19]([CH2:22][C:23]([F:26])([F:25])[F:24])[CH2:20][OH:21]. Given the product [F:24][C:23]([F:26])([F:25])[CH2:22][CH:19]([NH:18][C:8](=[O:9])[O:10][CH2:11][C:12]1[CH:17]=[CH:16][CH:15]=[CH:14][CH:13]=1)[CH2:20][OH:21], predict the reactants needed to synthesize it.